This data is from Catalyst prediction with 721,799 reactions and 888 catalyst types from USPTO. The task is: Predict which catalyst facilitates the given reaction. (1) The catalyst class is: 25. Reactant: [C:1](=[O:4])([O-:3])N.CCCC[N+:9]([CH2:18][CH2:19][CH2:20][CH3:21])(CCCC)CCCC.[F-].[CH2:23]1COCC1. Product: [NH2:9][C:18]1([C:1]([OH:3])=[O:4])[CH2:19][CH:20]1[CH2:21][CH3:23]. (2) The catalyst class is: 552. Reactant: Br[C:2]1[C:3]([NH:14][C:15]2[C:24]3[C:19](=[CH:20][C:21]([F:26])=[CH:22][C:23]=3[F:25])[N:18]=[C:17]([C:27]3[CH:32]=[CH:31][CH:30]=[CH:29][N:28]=3)[C:16]=2[CH3:33])=[CH:4][C:5]([N:8]2[CH2:13][CH2:12][O:11][CH2:10][CH2:9]2)=[N:6][CH:7]=1.[F:34][CH:35]([F:52])[O:36][C:37]1[CH:42]=[CH:41][C:40](B2OC(C)(C)C(C)(C)O2)=[CH:39][CH:38]=1.C1(P(C2CCCCC2)C2CCCCC2)CCCCC1.[O-]P([O-])([O-])=O.[K+].[K+].[K+]. Product: [F:34][CH:35]([F:52])[O:36][C:37]1[CH:42]=[CH:41][C:40]([C:2]2[C:3]([NH:14][C:15]3[C:24]4[C:19](=[CH:20][C:21]([F:26])=[CH:22][C:23]=4[F:25])[N:18]=[C:17]([C:27]4[CH:32]=[CH:31][CH:30]=[CH:29][N:28]=4)[C:16]=3[CH3:33])=[CH:4][C:5]([N:8]3[CH2:13][CH2:12][O:11][CH2:10][CH2:9]3)=[N:6][CH:7]=2)=[CH:39][CH:38]=1. (3) Reactant: [F:1][C:2]1[CH:7]=[CH:6][C:5](/[C:8](=[CH:11]/[C:12]2[CH:17]=[C:16]([CH3:18])[CH:15]=[CH:14][C:13]=2[N+:19]([O-:21])=[O:20])/[C:9]#[N:10])=[CH:4][CH:3]=1.[BH4-].[Na+]. Product: [F:1][C:2]1[CH:3]=[CH:4][C:5]([CH:8]([CH2:11][C:12]2[CH:17]=[C:16]([CH3:18])[CH:15]=[CH:14][C:13]=2[N+:19]([O-:21])=[O:20])[C:9]#[N:10])=[CH:6][CH:7]=1. The catalyst class is: 87. (4) Reactant: [CH2:1]1[CH2:8][CH:7]=[CH:6][CH2:5][CH2:4][CH:3]=[CH:2]1.[CH2:9]1[CH2:16][CH:15]=[CH:14][CH2:13][CH2:12][CH:11]=[CH:10]1.[Ni:17]. Product: [CH2:8]1[CH2:7][CH:6]=[CH:5][CH2:4][CH2:3][CH:2]=[CH:1]1.[CH2:16]1[CH2:15][CH:14]=[CH:13][CH2:12][CH2:11][CH:10]=[CH:9]1.[Ni:17].[Ni:17]. The catalyst class is: 11.